From a dataset of Catalyst prediction with 721,799 reactions and 888 catalyst types from USPTO. Predict which catalyst facilitates the given reaction. (1) Reactant: [S:1]([Cl:5])(Cl)(=[O:3])=[O:2].Cl.[Cl:7][CH2:8][CH2:9][CH2:10][NH2:11]. Product: [Cl:7][CH2:8][CH2:9][CH2:10][NH:11][S:1]([Cl:5])(=[O:3])=[O:2]. The catalyst class is: 10. (2) Reactant: [ClH:1].[F:2][C:3]1([F:23])[CH2:11][N:10]2[C@H:5]([CH2:6][CH:7]([NH:14][C@H](C3C=CC=CC=3)C)[CH2:8][C:9]2([CH3:13])[CH3:12])[CH2:4]1.[H][H]. Product: [ClH:1].[F:23][C:3]1([F:2])[CH2:11][N:10]2[C@H:5]([CH2:6][CH:7]([NH2:14])[CH2:8][C:9]2([CH3:13])[CH3:12])[CH2:4]1. The catalyst class is: 5. (3) Reactant: CN(C)C=O.C[O-].[Na+].[SH:9][CH2:10][CH2:11][C:12]([O:14][CH3:15])=[O:13].Cl[C:17]1[C:22]([C:23]#[N:24])=[CH:21][CH:20]=[CH:19][N:18]=1. Product: [C:23]([C:22]1[C:17]([S:9][CH2:10][CH2:11][C:12]([O:14][CH3:15])=[O:13])=[N:18][CH:19]=[CH:20][CH:21]=1)#[N:24]. The catalyst class is: 6. (4) Reactant: F[C:2]1[CH:9]=[CH:8][C:5]([CH:6]=[O:7])=[CH:4][CH:3]=1.[CH3:10][CH:11]1[CH2:16][NH:15][CH2:14][CH:13]([CH3:17])[N:12]1[C:18](=[O:20])[CH3:19].C(=O)([O-])[O-].[K+].[K+]. Product: [C:18]([N:12]1[CH:11]([CH3:10])[CH2:16][N:15]([C:2]2[CH:9]=[CH:8][C:5]([CH:6]=[O:7])=[CH:4][CH:3]=2)[CH2:14][CH:13]1[CH3:17])(=[O:20])[CH3:19]. The catalyst class is: 3. (5) Reactant: [F:1][CH:2]([F:14])[O:3][C:4]1[CH:9]=[C:8]([N+:10]([O-:12])=[O:11])[CH:7]=[CH:6][C:5]=1F.[O:15]1[CH2:18][CH:17]([N:19]2[CH2:24][CH2:23][NH:22][CH2:21][CH2:20]2)[CH2:16]1.C(=O)([O-])[O-].[K+].[K+]. Product: [F:1][CH:2]([F:14])[O:3][C:4]1[CH:9]=[C:8]([N+:10]([O-:12])=[O:11])[CH:7]=[CH:6][C:5]=1[N:22]1[CH2:23][CH2:24][N:19]([CH:17]2[CH2:18][O:15][CH2:16]2)[CH2:20][CH2:21]1. The catalyst class is: 9. (6) Reactant: Cl.[NH2:2]O.C(OC([NH:9][C:10](=S)[NH:11][C:12]1[N:17]=[C:16]([NH:18][C:19](=[O:21])[CH3:20])[CH:15]=[CH:14][CH:13]=1)=O)C. Product: [NH2:2][C:10]1[N:11]=[C:12]2[CH:13]=[CH:14][CH:15]=[C:16]([NH:18][C:19](=[O:21])[CH3:20])[N:17]2[N:9]=1. The catalyst class is: 357.